The task is: Predict the reaction yield, written as a fraction of the theoretical maximum amount of product (1.0 means a 100% yield; for example, 0.34 means a 34% yield).. This data is from Reaction yield outcomes from USPTO patents with 853,638 reactions. (1) The reactants are [C:1]1([C:10]2[CH:15]=[CH:14][CH:13]=[CH:12][CH:11]=2)[CH:6]=[CH:5][CH:4]=[C:3]([C:7]([OH:9])=O)[CH:2]=1.C(Cl)(=O)C(Cl)=O.Cl.[F:23][C:24]1[CH:29]=[CH:28][C:27]([CH:30]([OH:44])[CH:31]([NH2:43])[CH2:32][C:33]2[CH:38]=[CH:37][C:36]([C:39]([F:42])([F:41])[F:40])=[CH:35][CH:34]=2)=[CH:26][CH:25]=1.C(=O)([O-])O.[Na+]. The catalyst is O1CCCC1.C(OCC)(=O)C.O.CN(C)C=O. The product is [F:23][C:24]1[CH:25]=[CH:26][C:27]([CH:30]([OH:44])[CH:31]([NH:43][C:7]([C:3]2[CH:2]=[C:1]([C:10]3[CH:15]=[CH:14][CH:13]=[CH:12][CH:11]=3)[CH:6]=[CH:5][CH:4]=2)=[O:9])[CH2:32][C:33]2[CH:38]=[CH:37][C:36]([C:39]([F:42])([F:41])[F:40])=[CH:35][CH:34]=2)=[CH:28][CH:29]=1. The yield is 0.690. (2) The reactants are [F:1][C:2]1[C:7]([CH:8]=[O:9])=[CH:6][CH:5]=[CH:4][C:3]=1[C:10]1[CH:11]=[C:12]([CH2:24][N:25]([CH3:33])[C:26](=[O:32])[O:27][C:28]([CH3:31])([CH3:30])[CH3:29])[S:13][C:14]=1[S:15]([C:18]1[CH:23]=[CH:22][CH:21]=[CH:20][CH:19]=1)(=[O:17])=[O:16].[BH4-].[Na+].CO.O. The catalyst is O1CCCC1. The product is [F:1][C:2]1[C:7]([CH2:8][OH:9])=[CH:6][CH:5]=[CH:4][C:3]=1[C:10]1[CH:11]=[C:12]([CH2:24][N:25]([CH3:33])[C:26](=[O:32])[O:27][C:28]([CH3:29])([CH3:30])[CH3:31])[S:13][C:14]=1[S:15]([C:18]1[CH:23]=[CH:22][CH:21]=[CH:20][CH:19]=1)(=[O:16])=[O:17]. The yield is 0.930. (3) The product is [CH3:14][O:15][C:16]1[CH:17]=[C:18]([NH:19][C:11](=[NH:12])[CH2:10][C:9]([C:5]2[CH:6]=[CH:7][CH:8]=[C:3]([O:2][CH3:1])[CH:4]=2)=[O:13])[CH:20]=[CH:21][C:22]=1[O:23][CH3:24]. The catalyst is C(O)C. The yield is 0.530. The reactants are [CH3:1][O:2][C:3]1[CH:4]=[C:5]([C:9](=[O:13])[CH2:10][C:11]#[N:12])[CH:6]=[CH:7][CH:8]=1.[CH3:14][O:15][C:16]1[CH:17]=[C:18]([CH:20]=[CH:21][C:22]=1[O:23][CH3:24])[NH2:19]. (4) The reactants are [CH3:1][O:2][CH2:3][CH2:4][O:5][C:6]1[CH:7]=[C:8]2[C:12](=[C:13]([N:15]([CH3:25])[S:16]([C:19]3[N:20]([CH3:24])[CH:21]=[CH:22][N:23]=3)(=[O:18])=[O:17])[CH:14]=1)[NH:11][C:10]([C:26]([O:28]CC)=[O:27])=[CH:9]2.Cl. The catalyst is O1CCCC1.C(O)C.[OH-].[Na+]. The product is [CH3:1][O:2][CH2:3][CH2:4][O:5][C:6]1[CH:7]=[C:8]2[C:12](=[C:13]([N:15]([CH3:25])[S:16]([C:19]3[N:20]([CH3:24])[CH:21]=[CH:22][N:23]=3)(=[O:18])=[O:17])[CH:14]=1)[NH:11][C:10]([C:26]([OH:28])=[O:27])=[CH:9]2. The yield is 0.950. (5) The reactants are [N:1]1([C:10]2[S:14][C:13]([CH2:15][OH:16])=[C:12]([O:17][CH2:18][C:19]3[CH:24]=[CH:23][CH:22]=[CH:21][C:20]=3[CH3:25])[CH:11]=2)[C:5]2[CH:6]=[CH:7][CH:8]=[CH:9][C:4]=2[N:3]=[CH:2]1. The catalyst is ClCCl.[O-2].[O-2].[Mn+4]. The product is [N:1]1([C:10]2[S:14][C:13]([CH:15]=[O:16])=[C:12]([O:17][CH2:18][C:19]3[CH:24]=[CH:23][CH:22]=[CH:21][C:20]=3[CH3:25])[CH:11]=2)[C:5]2[CH:6]=[CH:7][CH:8]=[CH:9][C:4]=2[N:3]=[CH:2]1. The yield is 0.950. (6) The reactants are [CH3:1][O:2][C:3]1[CH:8]=[CH:7][CH:6]=[CH:5][C:4]=1[S:9]([N:12]([CH3:31])[C:13]1[CH:14]=[CH:15][CH:16]=[C:17]2[C:21]=1[NH:20][C:19]([C:22]1[S:23][CH:24]([CH2:27][C:28]([OH:30])=O)[CH2:25][N:26]=1)=[CH:18]2)(=[O:11])=[O:10].[OH:32][CH:33]1[CH2:38][CH2:37][NH:36][CH2:35][CH2:34]1.N1(O)C2C=CC=CC=2N=N1.Cl.CN(C)CCCN=C=NCC. The catalyst is C(OCC)(=O)C.CN(C)C=O. The product is [OH:32][CH:33]1[CH2:38][CH2:37][N:36]([C:28](=[O:30])[CH2:27][CH:24]2[S:23][C:22]([C:19]3[NH:20][C:21]4[C:17]([CH:18]=3)=[CH:16][CH:15]=[CH:14][C:13]=4[N:12]([CH3:31])[S:9]([C:4]3[CH:5]=[CH:6][CH:7]=[CH:8][C:3]=3[O:2][CH3:1])(=[O:11])=[O:10])=[N:26][CH2:25]2)[CH2:35][CH2:34]1. The yield is 0.740. (7) The reactants are [N:1]1[CH:2]=[CH:3][N:4]2[CH:9]=[C:8]([CH2:10][O:11][C:12]3[CH:17]=[CH:16][N+:15]([O-])=[CH:14][CH:13]=3)[CH:7]=[CH:6][C:5]=12.C(OC(=O)C)(=[O:21])C. No catalyst specified. The product is [N:1]1[CH:2]=[CH:3][N:4]2[CH:9]=[C:8]([CH2:10][O:11][C:12]3[CH:17]=[CH:16][NH:15][C:14](=[O:21])[CH:13]=3)[CH:7]=[CH:6][C:5]=12. The yield is 0.280.